From a dataset of Reaction yield outcomes from USPTO patents with 853,638 reactions. Predict the reaction yield, written as a fraction of the theoretical maximum amount of product (1.0 means a 100% yield; for example, 0.34 means a 34% yield). (1) The reactants are [CH3:1][N:2]([CH:4](OC)OC)[CH3:3].[CH3:9][CH:10]([CH3:19])[C:11](=[O:18])[CH2:12][C:13]([O:15][CH2:16][CH3:17])=[O:14]. The catalyst is O1CCOCC1. The product is [CH3:1][N:2]([CH:4]=[C:12]([C:11](=[O:18])[CH:10]([CH3:9])[CH3:19])[C:13]([O:15][CH2:16][CH3:17])=[O:14])[CH3:3]. The yield is 0.890. (2) The product is [CH2:9]([O:8][C:7]1[C:6](=[O:11])[C:5](=[O:12])[C:4]=1[NH:13][C:14]1[CH:15]=[C:16]2[C:20](=[CH:21][CH:22]=1)[NH:19][NH:18][C:17]2=[O:23])[CH3:10]. The yield is 0.690. The reactants are C(O[C:4]1[C:5](=[O:12])[C:6](=[O:11])[C:7]=1[O:8][CH2:9][CH3:10])C.[NH2:13][C:14]1[CH:15]=[C:16]2[C:20](=[CH:21][CH:22]=1)[NH:19][NH:18][C:17]2=[O:23]. The catalyst is C(O)C.